This data is from Forward reaction prediction with 1.9M reactions from USPTO patents (1976-2016). The task is: Predict the product of the given reaction. (1) Given the reactants [CH:1]([C:3]1[CH:4]=[C:5](B(O)O)[CH:6]=[CH:7][CH:8]=1)=[CH2:2].Br[C:13]1[CH:18]=[CH:17][CH:16]=[CH:15][N:14]=1.C(=O)([O-])[O-].[K+].[K+], predict the reaction product. The product is: [CH:1]([C:3]1[CH:4]=[C:5]([C:13]2[CH:18]=[CH:17][CH:16]=[CH:15][N:14]=2)[CH:6]=[CH:7][CH:8]=1)=[CH2:2]. (2) The product is: [CH2:1]([O:3][C:4]1[CH:5]=[CH:6][C:7]([N:10]2[C:15](=[O:16])[C:14]3[NH:17][CH:18]=[CH:19][C:13]=3[N:12]=[C:11]2[S:20][CH2:23][C:24]2[NH:25][CH:26]=[CH:27][N:28]=2)=[CH:8][CH:9]=1)[CH3:2]. Given the reactants [CH2:1]([O:3][C:4]1[CH:9]=[CH:8][C:7]([N:10]2[C:15](=[O:16])[C:14]3[NH:17][CH:18]=[CH:19][C:13]=3[NH:12][C:11]2=[S:20])=[CH:6][CH:5]=1)[CH3:2].Cl.Cl[CH2:23][C:24]1[NH:25][CH:26]=[CH:27][N:28]=1.[I-].[Na+].C(=O)([O-])O.[Na+], predict the reaction product. (3) Given the reactants [OH:1][CH2:2][C@H:3]1[C@H:7]([C:8]2[C:9]([O:31]C)=[CH:10][C:11]([O:29]C)=[C:12]3[C:17]=2[O:16][C:15]([C:18]2[CH:23]=[CH:22][C:21]([C:24]([F:27])([F:26])[F:25])=[CH:20][CH:19]=2)=[CH:14][C:13]3=[O:28])[CH2:6][CH2:5][N:4]1[CH3:33].Cl.N1C=CC=CC=1, predict the reaction product. The product is: [OH:29][C:11]1[CH:10]=[C:9]([OH:31])[C:8]([C@@H:7]2[CH2:6][CH2:5][N:4]([CH3:33])[C@H:3]2[CH2:2][OH:1])=[C:17]2[C:12]=1[C:13](=[O:28])[CH:14]=[C:15]([C:18]1[CH:23]=[CH:22][C:21]([C:24]([F:27])([F:26])[F:25])=[CH:20][CH:19]=1)[O:16]2. (4) Given the reactants CS[C:3]([NH:9][C:10]1[CH:15]=[CH:14][CH:13]=[CH:12][CH:11]=1)=[C:4]([C:7]#[N:8])[C:5]#[N:6].C(O)(=O)C(O)=O.[CH2:22]([NH:24][NH2:25])[CH3:23].C(N(CC)CC)C, predict the reaction product. The product is: [NH2:6][C:5]1[N:24]([CH2:22][CH3:23])[N:25]=[C:3]([NH:9][C:10]2[CH:15]=[CH:14][CH:13]=[CH:12][CH:11]=2)[C:4]=1[C:7]#[N:8]. (5) Given the reactants ClC(Cl)(OC(=O)[O:6][C:7]([Cl:10])(Cl)Cl)Cl.N1C=CC=CC=1.[Cl:19][C:20]1[CH:25]=[CH:24][C:23]([CH:26]([C:33]2[CH:38]=[CH:37][C:36]([Cl:39])=[CH:35][CH:34]=2)[N:27]2[CH2:32][CH2:31][NH:30][CH2:29][CH2:28]2)=[CH:22][CH:21]=1, predict the reaction product. The product is: [Cl:39][C:36]1[CH:35]=[CH:34][C:33]([CH:26]([C:23]2[CH:24]=[CH:25][C:20]([Cl:19])=[CH:21][CH:22]=2)[N:27]2[CH2:28][CH2:29][N:30]([C:7]([Cl:10])=[O:6])[CH2:31][CH2:32]2)=[CH:38][CH:37]=1. (6) The product is: [CH3:1][NH:2][S:3]([C:6]1[CH:11]=[CH:10][CH:9]=[C:8]([NH:12][C:13]2[CH:18]=[C:17]([NH:19][C:20]3[CH:25]=[CH:24][CH:23]=[C:22]([C:26]4[CH:31]=[CH:30][C:29](=[O:32])[NH:28][CH:27]=4)[CH:21]=3)[N:16]=[CH:15][N:14]=2)[CH:7]=1)(=[O:5])=[O:4]. Given the reactants [CH3:1][NH:2][S:3]([C:6]1[CH:11]=[CH:10][CH:9]=[C:8]([NH:12][C:13]2[CH:18]=[C:17]([NH:19][C:20]3[CH:25]=[CH:24][CH:23]=[C:22]([C:26]4[CH:27]=[N:28][C:29]([O:32]C)=[CH:30][CH:31]=4)[CH:21]=3)[N:16]=[CH:15][N:14]=2)[CH:7]=1)(=[O:5])=[O:4], predict the reaction product. (7) The product is: [NH2:1][C:2]1[CH:3]=[N:4][N:5]([C:7]2[N:15]=[C:14]3[C:10]([N:11]=[CH:12][N:13]3[C@@H:16]3[CH2:20][C@H:19]([NH:21][C:22](=[O:25])[CH2:23][OH:24])[C@@H:18]([OH:26])[C@H:17]3[OH:27])=[C:9]([NH:28][C@H:29]([CH2:59][OH:60])[CH2:30][C:37]3[CH:38]=[CH:39][CH:40]=[CH:41][CH:42]=3)[N:8]=2)[CH:6]=1. Given the reactants [NH2:1][C:2]1[CH:3]=[N:4][N:5]([C:7]2[N:15]=[C:14]3[C:10]([N:11]=[CH:12][N:13]3[C@@H:16]3[CH2:20][C@H:19]([NH:21][C:22](=[O:25])[CH2:23][OH:24])[C@@H:18]([OH:26])[C@H:17]3[OH:27])=[C:9]([NH:28][CH2:29][CH:30]([C:37]3[CH:42]=[CH:41][CH:40]=[CH:39][CH:38]=3)C3C=CC=CC=3)[N:8]=2)[CH:6]=1.ClC1N=C2C(N=CN2[C@@H]2C[C@H](N[C:59](COC(=O)C)=[O:60])[C@@H](O)[C@H]2O)=C(NCC(C2C=CC=CC=2)C2C=CC=CC=2)N=1, predict the reaction product.